From a dataset of Forward reaction prediction with 1.9M reactions from USPTO patents (1976-2016). Predict the product of the given reaction. (1) The product is: [CH3:1][C:2]1[C:3](=[O:4])[O:5][C:6]([C:27]2[O:28][C:24]3[CH:23]=[CH:22][C:21]([CH:20]=[O:19])=[CH:33][C:25]=3[CH:26]=2)=[C:8]([CH3:9])[C:7]=1[OH:10]. Given the reactants [CH3:1][CH:2]([C:7](=[O:10])[CH2:8][CH3:9])[C:3]([O:5][CH3:6])=[O:4].[H-].[Na+].[Li]CCCC.C[O:19][CH:20](OC)[C:21]1[CH:22]=[CH:23][C:24]2[O:28][C:27](C(OC)=O)=[CH:26][C:25]=2[CH:33]=1.[Cl-].[NH4+], predict the reaction product. (2) Given the reactants [NH2:1][CH:2]1[CH2:10][CH2:9][C:8]2[N:7]([C:11]3[S:12][C:13]([C:17]([O:19][CH2:20][CH3:21])=[O:18])=[C:14]([CH3:16])[N:15]=3)[N:6]=[CH:5][C:4]=2[CH2:3]1.[Cl:22][C:23]1[N:24]=[C:25]([C:30](O)=[O:31])[NH:26][C:27]=1[CH2:28][CH3:29].CCN=C=NCCCN(C)C.Cl.ON1C2C=CC=CC=2N=N1.CN1CCOCC1, predict the reaction product. The product is: [Cl:22][C:23]1[N:24]=[C:25]([C:30]([NH:1][CH:2]2[CH2:10][CH2:9][C:8]3[N:7]([C:11]4[S:12][C:13]([C:17]([O:19][CH2:20][CH3:21])=[O:18])=[C:14]([CH3:16])[N:15]=4)[N:6]=[CH:5][C:4]=3[CH2:3]2)=[O:31])[NH:26][C:27]=1[CH2:28][CH3:29]. (3) Given the reactants [C:1]1([S:7]([N:10]2[CH:14]=[CH:13][C:12]([Cl:15])=[N:11]2)(=[O:9])=[O:8])[CH:6]=[CH:5][CH:4]=[CH:3][CH:2]=1.[Li]CCCC.[F:21][C:22]1[CH:27]=[C:26]([F:28])[CH:25]=[CH:24][C:23]=1[N:29]=[C:30]=[O:31], predict the reaction product. The product is: [F:21][C:22]1[CH:27]=[C:26]([F:28])[CH:25]=[CH:24][C:23]=1[NH:29][C:30]([C:14]1[N:10]([S:7]([C:1]2[CH:2]=[CH:3][CH:4]=[CH:5][CH:6]=2)(=[O:8])=[O:9])[N:11]=[C:12]([Cl:15])[CH:13]=1)=[O:31]. (4) Given the reactants C(OC([N:8]1[CH2:13][CH2:12][N:11]([C:14]2[CH:19]=[CH:18][C:17]([N:20]3[CH2:25][CH2:24][CH2:23][C@H:22]([O:26][CH3:27])[CH2:21]3)=[CH:16][C:15]=2[CH:28]2[CH2:33][CH2:32][C:31]([CH2:36][CH3:37])([CH2:34][CH3:35])[CH2:30][CH2:29]2)[CH2:10][CH2:9]1)=O)(C)(C)C.FC(F)(F)C(O)=O.C(=O)([O-])[O-].[K+].[K+], predict the reaction product. The product is: [CH2:36]([C:31]1([CH2:34][CH3:35])[CH2:30][CH2:29][CH:28]([C:15]2[CH:16]=[C:17]([N:20]3[CH2:25][CH2:24][CH2:23][C@H:22]([O:26][CH3:27])[CH2:21]3)[CH:18]=[CH:19][C:14]=2[N:11]2[CH2:10][CH2:9][NH:8][CH2:13][CH2:12]2)[CH2:33][CH2:32]1)[CH3:37]. (5) The product is: [C:1]1([S:7]([N:10]2[CH2:14][CH:13]([C:15]([N:36]3[CH2:37][CH2:38][N:33]([C:30]4[CH:29]=[CH:28][C:27]([C:26]([F:40])([F:25])[F:39])=[CH:32][N:31]=4)[CH2:34][CH2:35]3)=[O:16])[N:12]([CH:18]3[CH2:23][CH2:22][CH2:21][CH2:20][CH2:19]3)[C:11]2=[O:24])(=[O:8])=[O:9])[CH:2]=[CH:3][CH:4]=[CH:5][CH:6]=1. Given the reactants [C:1]1([S:7]([N:10]2[CH2:14][CH:13]([C:15](O)=[O:16])[N:12]([CH:18]3[CH2:23][CH2:22][CH2:21][CH2:20][CH2:19]3)[C:11]2=[O:24])(=[O:9])=[O:8])[CH:6]=[CH:5][CH:4]=[CH:3][CH:2]=1.[F:25][C:26]([F:40])([F:39])[C:27]1[CH:28]=[CH:29][C:30]([N:33]2[CH2:38][CH2:37][NH:36][CH2:35][CH2:34]2)=[N:31][CH:32]=1, predict the reaction product.